From a dataset of Forward reaction prediction with 1.9M reactions from USPTO patents (1976-2016). Predict the product of the given reaction. The product is: [NH2:17][C:4]1[N:3]=[C:2]([NH:18][C:19]2[CH:20]=[CH:21][C:22]([Cl:29])=[C:23]([CH:28]=2)[C:24]([NH:26][CH3:27])=[O:25])[CH:7]=[C:6]([C:8]2[CH:13]=[C:12]([Br:14])[CH:11]=[CH:10][C:9]=2[O:15][CH3:16])[N:5]=1. Given the reactants Cl[C:2]1[CH:7]=[C:6]([C:8]2[CH:13]=[C:12]([Br:14])[CH:11]=[CH:10][C:9]=2[O:15][CH3:16])[N:5]=[C:4]([NH2:17])[N:3]=1.[NH2:18][C:19]1[CH:20]=[CH:21][C:22]([Cl:29])=[C:23]([CH:28]=1)[C:24]([NH:26][CH3:27])=[O:25], predict the reaction product.